Dataset: Peptide-MHC class II binding affinity with 134,281 pairs from IEDB. Task: Regression. Given a peptide amino acid sequence and an MHC pseudo amino acid sequence, predict their binding affinity value. This is MHC class II binding data. (1) The peptide sequence is GSDPKKLVLNIKYTRPGDSL. The MHC is HLA-DQA10301-DQB10302 with pseudo-sequence HLA-DQA10301-DQB10302. The binding affinity (normalized) is 0.0399. (2) The peptide sequence is ASAAILGHDGTVWAQ. The MHC is HLA-DQA10501-DQB10201 with pseudo-sequence HLA-DQA10501-DQB10201. The binding affinity (normalized) is 0.129.